This data is from Peptide-MHC class II binding affinity with 134,281 pairs from IEDB. The task is: Regression. Given a peptide amino acid sequence and an MHC pseudo amino acid sequence, predict their binding affinity value. This is MHC class II binding data. (1) The peptide sequence is LTGYSLFQKEKMVLN. The MHC is HLA-DPA10201-DPB10101 with pseudo-sequence HLA-DPA10201-DPB10101. The binding affinity (normalized) is 0.703. (2) The peptide sequence is GSLIVNPSLNGFLSK. The MHC is DRB1_0301 with pseudo-sequence DRB1_0301. The binding affinity (normalized) is 0.523. (3) The peptide sequence is HPCGSHLVEAL. The MHC is HLA-DQA10102-DQB10604 with pseudo-sequence HLA-DQA10102-DQB10604. The binding affinity (normalized) is 0. (4) The peptide sequence is RMVLAFITFLRVLSI. The MHC is DRB1_1101 with pseudo-sequence DRB1_1101. The binding affinity (normalized) is 0.988. (5) The peptide sequence is HMQDKTMVKKWRDVP. The MHC is DRB1_0901 with pseudo-sequence DRB1_0901. The binding affinity (normalized) is 0.261. (6) The peptide sequence is RLKSLVNDLTDKNNLLE. The MHC is DRB1_0301 with pseudo-sequence DRB1_0301. The binding affinity (normalized) is 0.523.